From a dataset of Peptide-MHC class II binding affinity with 134,281 pairs from IEDB. Regression. Given a peptide amino acid sequence and an MHC pseudo amino acid sequence, predict their binding affinity value. This is MHC class II binding data. The MHC is HLA-DPA10301-DPB10402 with pseudo-sequence HLA-DPA10301-DPB10402. The peptide sequence is KDKWIELKESWGAIW. The binding affinity (normalized) is 0.127.